From a dataset of Full USPTO retrosynthesis dataset with 1.9M reactions from patents (1976-2016). Predict the reactants needed to synthesize the given product. (1) Given the product [CH2:8]([C@@H:15]([CH2:38][CH2:39][C@H:40]([CH2:63][C:64]1[CH:65]=[CH:66][CH:67]=[CH:68][CH:69]=1)[C:41]([NH:43][C@@H:44]1[C:50](=[O:51])[N:49]2[C@H:52]([C:56]([OH:58])=[O:57])[CH2:53][CH2:54][CH2:55][N:48]2[CH2:47][CH2:46][CH2:45]1)=[O:42])[C:16]([NH:18][C@@H:19]1[C:25](=[O:26])[N:24]2[C@H:27]([C:31]([OH:33])=[O:32])[CH2:28][CH2:29][CH2:30][N:23]2[CH2:22][CH2:21][CH2:20]1)=[O:17])[C:9]1[CH:14]=[CH:13][CH:12]=[CH:11][CH:10]=1, predict the reactants needed to synthesize it. The reactants are: C(O)(C(F)(F)F)=O.[CH2:8]([C@@H:15]([CH2:38][CH2:39][C@H:40]([CH2:63][C:64]1[CH:69]=[CH:68][CH:67]=[CH:66][CH:65]=1)[C:41]([NH:43][C@@H:44]1[C:50](=[O:51])[N:49]2[C@H:52]([C:56]([O:58]C(C)(C)C)=[O:57])[CH2:53][CH2:54][CH2:55][N:48]2[CH2:47][CH2:46][CH2:45]1)=[O:42])[C:16]([NH:18][C@@H:19]1[C:25](=[O:26])[N:24]2[C@H:27]([C:31]([O:33]C(C)(C)C)=[O:32])[CH2:28][CH2:29][CH2:30][N:23]2[CH2:22][CH2:21][CH2:20]1)=[O:17])[C:9]1[CH:14]=[CH:13][CH:12]=[CH:11][CH:10]=1. (2) Given the product [C:47]([N:13]([CH2:14][C@H:15]([NH:23][C:24]([O:26][CH2:27][C:28]1[S:32][CH:31]=[N:30][CH:29]=1)=[O:25])[CH2:16][C:17]1[CH:18]=[CH:19][CH:20]=[CH:21][CH:22]=1)[CH2:12][C@@H:11]([NH:10][C:8]([O:7][CH2:6][C:5]1[S:1][CH:2]=[N:3][CH:4]=1)=[O:9])[CH2:33][C:34]1[CH:39]=[CH:38][CH:37]=[CH:36][CH:35]=1)(=[O:49])[CH3:48], predict the reactants needed to synthesize it. The reactants are: [S:1]1[C:5]([CH2:6][O:7][C:8]([NH:10][C@H:11]([CH2:33][C:34]2[CH:39]=[CH:38][CH:37]=[CH:36][CH:35]=2)[CH2:12][NH:13][CH2:14][C@@H:15]([NH:23][C:24]([O:26][CH2:27][C:28]2[S:32][CH:31]=[N:30][CH:29]=2)=[O:25])[CH2:16][C:17]2[CH:22]=[CH:21][CH:20]=[CH:19][CH:18]=2)=[O:9])=[CH:4][N:3]=[CH:2]1.C(N(CC)CC)C.[C:47](Cl)(=[O:49])[CH3:48].C(OCC)(=O)C. (3) The reactants are: [NH2:1][C@H:2]([C:15]([N:17]1[CH2:22][CH2:21][CH:20]([N:23]2[N:32]=[C:31]([C:33]3[CH:38]=[CH:37][C:36]([O:39][CH3:40])=[C:35]([O:41][CH3:42])[CH:34]=3)[C@@H:30]3[C@@H:25]([CH2:26][CH2:27][CH2:28][CH2:29]3)[C:24]2=[O:43])[CH2:19][CH2:18]1)=[O:16])[CH2:3][CH2:4][C:5]([O:7][CH2:8][C:9]1[CH:14]=[CH:13][CH:12]=[CH:11][CH:10]=1)=[O:6].[CH:44]1([CH2:47][O:48][C:49]2[CH:57]=[CH:56][C:52]3[O:53][CH2:54][O:55][C:51]=3[C:50]=2[C:58]2[C:59]3[NH:66][CH:65]=[C:64]([C:67](O)=[O:68])[C:60]=3[N:61]=[CH:62][N:63]=2)[CH2:46][CH2:45]1.CCOC(C(C#N)=NOC(N1CCOCC1)=[N+](C)C)=O.F[P-](F)(F)(F)(F)F.CCN(C(C)C)C(C)C. Given the product [CH:44]1([CH2:47][O:48][C:49]2[CH:57]=[CH:56][C:52]3[O:53][CH2:54][O:55][C:51]=3[C:50]=2[C:58]2[C:59]3[NH:66][CH:65]=[C:64]([C:67]([NH:1][C@H:2]([C:15]([N:17]4[CH2:18][CH2:19][CH:20]([N:23]5[N:32]=[C:31]([C:33]6[CH:38]=[CH:37][C:36]([O:39][CH3:40])=[C:35]([O:41][CH3:42])[CH:34]=6)[C@@H:30]6[C@@H:25]([CH2:26][CH2:27][CH2:28][CH2:29]6)[C:24]5=[O:43])[CH2:21][CH2:22]4)=[O:16])[CH2:3][CH2:4][C:5]([O:7][CH2:8][C:9]4[CH:14]=[CH:13][CH:12]=[CH:11][CH:10]=4)=[O:6])=[O:68])[C:60]=3[N:61]=[CH:62][N:63]=2)[CH2:45][CH2:46]1, predict the reactants needed to synthesize it. (4) Given the product [Cl:20][C:17]1[CH:18]=[CH:19][C:14]([C:12]2[N:11]([C:21]3[CH:22]=[N:23][CH:24]=[CH:25][CH:26]=3)[N:10]=[C:9]([C:7]([OH:8])=[O:6])[CH:13]=2)=[N:15][CH:16]=1, predict the reactants needed to synthesize it. The reactants are: C[O-].[Na+].C([O:6][C:7]([C:9]1[CH:13]=[C:12]([C:14]2[CH:19]=[CH:18][C:17]([Cl:20])=[CH:16][N:15]=2)[N:11]([C:21]2[CH:22]=[N:23][CH:24]=[CH:25][CH:26]=2)[N:10]=1)=[O:8])C. (5) Given the product [CH2:1]([C@@H:3]1[CH2:7][CH2:6][CH2:5][N:4]1[C:8]1[N:13]=[C:12]([NH:14][CH3:15])[N:11]=[C:10]([C:16]2[CH:17]=[C:18]3[C:19]([C:20]([NH2:21])=[N:36][NH:37]3)=[C:22]([O:24][CH3:25])[CH:23]=2)[CH:9]=1)[CH3:2], predict the reactants needed to synthesize it. The reactants are: [CH2:1]([C@@H:3]1[CH2:7][CH2:6][CH2:5][N:4]1[C:8]1[N:13]=[C:12]([NH:14][CH3:15])[N:11]=[C:10]([C:16]2[CH:23]=[C:22]([O:24][CH3:25])[C:19]([C:20]#[N:21])=[C:18](F)[CH:17]=2)[CH:9]=1)[CH3:2].CCN(C(C)C)C(C)C.[NH2:36][NH2:37]. (6) Given the product [Si:1]([O:18][CH2:19][CH2:20][N:21]1[CH2:26][CH2:25][CH2:24][N:23]([C:35]2[CH:40]=[CH:39][C:38]([N+:41]([O-:43])=[O:42])=[CH:37][CH:36]=2)[C:22]1=[O:27])([C:14]([CH3:15])([CH3:16])[CH3:17])([C:8]1[CH:9]=[CH:10][CH:11]=[CH:12][CH:13]=1)[C:2]1[CH:7]=[CH:6][CH:5]=[CH:4][CH:3]=1, predict the reactants needed to synthesize it. The reactants are: [Si:1]([O:18][CH2:19][CH2:20][N:21]1[CH2:26][CH2:25][CH2:24][NH:23][C:22]1=[O:27])([C:14]([CH3:17])([CH3:16])[CH3:15])([C:8]1[CH:13]=[CH:12][CH:11]=[CH:10][CH:9]=1)[C:2]1[CH:7]=[CH:6][CH:5]=[CH:4][CH:3]=1.CC(C)([O-])C.[K+].F[C:35]1[CH:40]=[CH:39][C:38]([N+:41]([O-:43])=[O:42])=[CH:37][CH:36]=1.C(=O)(O)[O-].[Na+].